Task: Regression. Given a peptide amino acid sequence and an MHC pseudo amino acid sequence, predict their binding affinity value. This is MHC class II binding data.. Dataset: Peptide-MHC class II binding affinity with 134,281 pairs from IEDB (1) The MHC is DRB1_0401 with pseudo-sequence DRB1_0401. The peptide sequence is DKAVSGLRSLTTLLR. The binding affinity (normalized) is 0.360. (2) The peptide sequence is IIGVLEQGKRTLTPQ. The MHC is DRB3_0101 with pseudo-sequence DRB3_0101. The binding affinity (normalized) is 0.226.